From a dataset of Forward reaction prediction with 1.9M reactions from USPTO patents (1976-2016). Predict the product of the given reaction. (1) Given the reactants [Br:1][CH2:2][CH2:3][C:4]#[C:5][C:6]1[CH:11]=[CH:10][C:9]([CH2:12][CH2:13][CH2:14][CH3:15])=[CH:8][CH:7]=1.[N:16]1[CH:21]=[CH:20][C:19]([CH3:22])=[CH:18][CH:17]=1, predict the reaction product. The product is: [Br-:1].[CH2:12]([C:9]1[CH:10]=[CH:11][C:6]([C:5]#[C:4][CH2:3][CH2:2][N+:16]2[CH:21]=[CH:20][C:19]([CH3:22])=[CH:18][CH:17]=2)=[CH:7][CH:8]=1)[CH2:13][CH2:14][CH3:15]. (2) The product is: [ClH:11].[CH3:9][O:10][C:3]([C@H:4]1[CH2:7][C@@H:1]([NH2:2])[CH:6]=[CH:5]1)=[O:8]. Given the reactants [CH:1]12[CH2:7][CH:4]([CH:5]=[CH:6]1)[C:3](=[O:8])[NH:2]2.[CH3:9][OH:10].[ClH:11], predict the reaction product. (3) The product is: [O:25]=[C:24]1[N:23]2[CH2:26][C@@H:19]([CH2:20][CH2:21][C@H:22]2[C:27]([NH:29][CH:30]2[CH2:31][CH2:32][N:33]([C:36]([O:38][C:39]([CH3:41])([CH3:40])[CH3:42])=[O:37])[CH2:34][CH2:35]2)=[O:28])[N:18]1[O:17][C:8]([O:7][C:4]1[CH:5]=[CH:6][CH:1]=[CH:2][CH:3]=1)=[S:9]. Given the reactants [CH:1]1[CH:6]=[CH:5][C:4]([O:7][C:8](Cl)=[S:9])=[CH:3][CH:2]=1.N1C=CC=CC=1.[OH:17][N:18]1[C:24](=[O:25])[N:23]2[CH2:26][C@H:19]1[CH2:20][CH2:21][C@H:22]2[C:27]([NH:29][CH:30]1[CH2:35][CH2:34][N:33]([C:36]([O:38][C:39]([CH3:42])([CH3:41])[CH3:40])=[O:37])[CH2:32][CH2:31]1)=[O:28], predict the reaction product.